Dataset: Peptide-MHC class I binding affinity with 185,985 pairs from IEDB/IMGT. Task: Regression. Given a peptide amino acid sequence and an MHC pseudo amino acid sequence, predict their binding affinity value. This is MHC class I binding data. (1) The peptide sequence is CYMHVSDYY. The MHC is HLA-A23:01 with pseudo-sequence HLA-A23:01. The binding affinity (normalized) is 0.0847. (2) The peptide sequence is DLSRHSWDL. The binding affinity (normalized) is 0.0847. The MHC is HLA-A26:01 with pseudo-sequence HLA-A26:01. (3) The peptide sequence is QLKSRAAVL. The MHC is HLA-B35:01 with pseudo-sequence HLA-B35:01. The binding affinity (normalized) is 0.0847.